From a dataset of Full USPTO retrosynthesis dataset with 1.9M reactions from patents (1976-2016). Predict the reactants needed to synthesize the given product. (1) Given the product [OH:3][CH2:4][C:5]1[N:6]=[C:7]([S:10][CH2:13][CH2:14][C:15]([F:19])=[C:16]([F:18])[F:17])[O:8][CH:9]=1, predict the reactants needed to synthesize it. The reactants are: N1[C:5]2([CH2:9][O:8][C:7]([SH:10])=[N:6]2)[CH2:4][O:3]C=1S.Br[CH2:13][CH2:14][C:15]([F:19])=[C:16]([F:18])[F:17].C(=O)([O-])[O-].[K+].[K+]. (2) Given the product [N+:12]([C:7]1[CH:6]=[C:5]2[C:10]([CH2:11][CH:2]([CH3:1])[CH2:3][NH:4]2)=[CH:9][CH:8]=1)([O-:14])=[O:13], predict the reactants needed to synthesize it. The reactants are: [CH3:1][CH:2]1[CH2:11][C:10]2[C:5](=[CH:6][CH:7]=[CH:8][CH:9]=2)[NH:4][CH2:3]1.[N+:12]([O-])([OH:14])=[O:13]. (3) Given the product [I:8][C:4]1[CH:3]=[C:2]([CH:7]=[CH:6][CH:5]=1)[CH2:11][C@@H:12]1[CH2:17][CH2:16][CH2:15][CH2:14][NH:13]1, predict the reactants needed to synthesize it. The reactants are: I[C:2]1[CH:7]=[CH:6][CH:5]=[C:4]([I:8])[CH:3]=1.S1(=O)(=O)[N:13]2[CH2:14][CH2:15][CH2:16][CH2:17][C@H:12]2[CH2:11]O1.